This data is from Peptide-MHC class II binding affinity with 134,281 pairs from IEDB. The task is: Regression. Given a peptide amino acid sequence and an MHC pseudo amino acid sequence, predict their binding affinity value. This is MHC class II binding data. (1) The peptide sequence is EKKCFAATQFEPLAA. The MHC is HLA-DQA10501-DQB10301 with pseudo-sequence HLA-DQA10501-DQB10301. The binding affinity (normalized) is 0.0987. (2) The peptide sequence is KRHRLIGAVVLAVSV. The MHC is DRB1_1602 with pseudo-sequence DRB1_1602. The binding affinity (normalized) is 0.597.